This data is from Full USPTO retrosynthesis dataset with 1.9M reactions from patents (1976-2016). The task is: Predict the reactants needed to synthesize the given product. The reactants are: [C:1]([C:3]1[CH:34]=[CH:33][C:6]2[NH:7][C:8]([C:10]([C:21]3[C:29]([O:30][CH3:31])=[CH:28][C:27]([CH3:32])=[C:26]4[C:22]=3[CH:23]=[CH:24][NH:25]4)([O:15][CH2:16][C:17]([O:19]C)=[O:18])[C:11]([F:14])([F:13])[F:12])=[N:9][C:5]=2[CH:4]=1)#[N:2].[OH-].[Na+]. Given the product [C:1]([C:3]1[CH:34]=[CH:33][C:6]2[NH:7][C:8]([C:10]([C:21]3[C:29]([O:30][CH3:31])=[CH:28][C:27]([CH3:32])=[C:26]4[C:22]=3[CH:23]=[CH:24][NH:25]4)([O:15][CH2:16][C:17]([OH:19])=[O:18])[C:11]([F:13])([F:14])[F:12])=[N:9][C:5]=2[CH:4]=1)#[N:2], predict the reactants needed to synthesize it.